Dataset: Forward reaction prediction with 1.9M reactions from USPTO patents (1976-2016). Task: Predict the product of the given reaction. (1) Given the reactants [NH2:1][CH2:2][CH2:3][N:4]1[C:12]2[C:11]([NH:13][C:14]3[CH:19]=[CH:18][C:17]([O:20][C:21]4[C:26]5[C:27]([CH3:30])=[N:28][O:29][C:25]=5[CH:24]=[CH:23][CH:22]=4)=[C:16]([Cl:31])[CH:15]=3)=[N:10][CH:9]=[N:8][C:7]=2[CH:6]=[CH:5]1.[C:32](OCC)(=[O:34])[CH3:33].C(OC(=O)C)(=O)C.C(=O)([O-])O.[Na+], predict the reaction product. The product is: [Cl:31][C:16]1[CH:15]=[C:14]([NH:13][C:11]2[C:12]3[N:4]([CH2:3][CH2:2][NH:1][C:32](=[O:34])[CH3:33])[CH:5]=[CH:6][C:7]=3[N:8]=[CH:9][N:10]=2)[CH:19]=[CH:18][C:17]=1[O:20][C:21]1[C:26]2[C:27]([CH3:30])=[N:28][O:29][C:25]=2[CH:24]=[CH:23][CH:22]=1. (2) The product is: [NH2:18][C:17]1[C:12]2[S:11][CH:10]=[C:9](/[CH:8]=[CH:7]/[C:6]3[CH:19]=[C:2]([NH:1][C:30](=[O:31])[C:29]4[CH:33]=[C:34]([C:36]([F:37])([F:38])[F:39])[CH:35]=[C:27]([N:25]5[CH:26]=[C:22]([CH3:21])[N:23]=[CH:24]5)[CH:28]=4)[CH:3]=[CH:4][C:5]=3[CH3:20])[C:13]=2[N:14]=[CH:15][N:16]=1. Given the reactants [NH2:1][C:2]1[CH:3]=[CH:4][C:5]([CH3:20])=[C:6]([CH:19]=1)/[CH:7]=[CH:8]/[C:9]1[C:13]2[N:14]=[CH:15][N:16]=[C:17]([NH2:18])[C:12]=2[S:11][CH:10]=1.[CH3:21][C:22]1[N:23]=[CH:24][N:25]([C:27]2[CH:28]=[C:29]([CH:33]=[C:34]([C:36]([F:39])([F:38])[F:37])[CH:35]=2)[C:30](O)=[O:31])[CH:26]=1.CN(C(ON1N=NC2C=CC=NC1=2)=[N+](C)C)C.F[P-](F)(F)(F)(F)F, predict the reaction product. (3) The product is: [Cl:1][C:2]1[CH:3]=[CH:4][C:5]([N:8]2[C:12](=[O:13])[CH2:11][CH:10]([NH:35][C:38](=[O:47])[O:23][CH2:22][C:21]3[CH:20]=[C:19]([C:18]([F:31])([F:32])[F:17])[CH:26]=[C:25]([C:27]([F:30])([F:28])[F:29])[CH:24]=3)[CH2:9]2)=[CH:6][CH:7]=1. Given the reactants [Cl:1][C:2]1[CH:7]=[CH:6][C:5]([N:8]2[C:12](=[O:13])[CH2:11][CH:10](C(O)=O)[CH2:9]2)=[CH:4][CH:3]=1.[F:17][C:18]([F:32])([F:31])[C:19]1[CH:20]=[C:21]([CH:24]=[C:25]([C:27]([F:30])([F:29])[F:28])[CH:26]=1)[CH2:22][OH:23].C([N:35]([CH2:38]C)CC)C.C1(P(N=[N+]=[N-])(C2C=CC=CC=2)=[O:47])C=CC=CC=1, predict the reaction product. (4) Given the reactants [C:1]([O:5][C:6]([CH:8]1[CH2:13][CH2:12][N:11]([C:14]2[C:24]([C:25]#[N:26])=[CH:23][C:17]([C:18]([O:20]CC)=[O:19])=[C:16]([CH2:27][N:28]3[CH2:32][CH2:31][CH2:30][C:29]3=[O:33])[N:15]=2)[CH2:10][CH2:9]1)=[O:7])([CH3:4])([CH3:3])[CH3:2].[OH-].[Na+].C(O)=O.O, predict the reaction product. The product is: [C:1]([O:5][C:6]([CH:8]1[CH2:9][CH2:10][N:11]([C:14]2[C:24]([C:25]#[N:26])=[CH:23][C:17]([C:18]([OH:20])=[O:19])=[C:16]([CH2:27][N:28]3[CH2:32][CH2:31][CH2:30][C:29]3=[O:33])[N:15]=2)[CH2:12][CH2:13]1)=[O:7])([CH3:4])([CH3:2])[CH3:3].